From a dataset of Reaction yield outcomes from USPTO patents with 853,638 reactions. Predict the reaction yield, written as a fraction of the theoretical maximum amount of product (1.0 means a 100% yield; for example, 0.34 means a 34% yield). The reactants are [CH3:1][N:2]([C:11]1[CH:12]=[CH:13][CH:14]=[C:15]2[C:19]=1[NH:18][C:17]([C:20]1[S:21][C:22]([CH2:25][N:26]3[CH2:31][CH2:30][S:29][CH2:28][CH2:27]3)=[CH:23][N:24]=1)=[CH:16]2)[S:3]([C:6]1[S:7][CH:8]=[CH:9][CH:10]=1)(=[O:5])=[O:4].C([O-])([O-])=[O:33].C([O-])([O-])=O.OO.OO.OO.[Na+].[Na+].[Na+].[Na+].C(#N)C.[OH2:53]. No catalyst specified. The product is [O:53]=[S:29]1(=[O:33])[CH2:30][CH2:31][N:26]([CH2:25][C:22]2[S:21][C:20]([C:17]3[NH:18][C:19]4[C:15]([CH:16]=3)=[CH:14][CH:13]=[CH:12][C:11]=4[N:2]([CH3:1])[S:3]([C:6]3[S:7][CH:8]=[CH:9][CH:10]=3)(=[O:5])=[O:4])=[N:24][CH:23]=2)[CH2:27][CH2:28]1. The yield is 0.760.